The task is: Predict the reactants needed to synthesize the given product.. This data is from Full USPTO retrosynthesis dataset with 1.9M reactions from patents (1976-2016). (1) Given the product [Cl:13][P:14]1(=[O:19])[O:15][CH2:16][C:17]2[CH:21]=[CH:22][CH:23]=[CH:11][C:12]=2[O:7]1, predict the reactants needed to synthesize it. The reactants are: N1C=CC=CC=1.[O:7]1[CH2:12][CH2:11]OCC1.[Cl:13][P:14]1[O:19]C(=O)[C:17]2[CH:21]=[CH:22][CH:23]=C[C:16]=2[O:15]1. (2) Given the product [CH2:34]([N:37]1[CH2:42][CH2:41][N:40]([C:1](=[NH:2])[C:3]2[CH:4]=[C:5]([NH:9][C:10](=[O:33])[NH:11][C:12]3[CH:17]=[CH:16][C:15]([S:18]([NH:21][CH2:22][C:23]4[CH:28]=[CH:27][C:26]([S:29](=[O:31])(=[O:32])[NH2:30])=[CH:25][CH:24]=4)(=[O:20])=[O:19])=[CH:14][CH:13]=3)[CH:6]=[CH:7][CH:8]=2)[CH2:39][CH2:38]1)[CH:35]=[CH2:36], predict the reactants needed to synthesize it. The reactants are: [C:1]([C:3]1[CH:4]=[C:5]([NH:9][C:10](=[O:33])[NH:11][C:12]2[CH:17]=[CH:16][C:15]([S:18]([NH:21][CH2:22][C:23]3[CH:28]=[CH:27][C:26]([S:29](=[O:32])(=[O:31])[NH2:30])=[CH:25][CH:24]=3)(=[O:20])=[O:19])=[CH:14][CH:13]=2)[CH:6]=[CH:7][CH:8]=1)#[N:2].[CH2:34]([N:37]1[CH2:42][CH2:41][NH:40][CH2:39][CH2:38]1)[CH:35]=[CH2:36]. (3) Given the product [CH3:52][O:51][C:46]1[CH:47]=[CH:48][CH:49]=[CH:50][C:45]=1[CH2:44][N:1]1[CH:5]=[CH:4][C:3]([C:6]2[C:14]3[C:13]([NH:15][C@H:16]([C:18]4[N:23]([C:24]5[CH:25]=[CH:26][CH:27]=[CH:28][CH:29]=5)[C:22](=[O:30])[C:21]5=[C:31]([CH3:34])[CH:32]=[CH:33][N:20]5[N:19]=4)[CH3:17])=[N:12][CH:11]=[N:10][C:9]=3[N:8]([CH2:35][O:36][CH2:37][CH2:38][Si:39]([CH3:40])([CH3:42])[CH3:41])[CH:7]=2)=[N:2]1, predict the reactants needed to synthesize it. The reactants are: [NH:1]1[CH:5]=[CH:4][C:3]([C:6]2[C:14]3[C:13]([NH:15][C@H:16]([C:18]4[N:23]([C:24]5[CH:29]=[CH:28][CH:27]=[CH:26][CH:25]=5)[C:22](=[O:30])[C:21]5=[C:31]([CH3:34])[CH:32]=[CH:33][N:20]5[N:19]=4)[CH3:17])=[N:12][CH:11]=[N:10][C:9]=3[N:8]([CH2:35][O:36][CH2:37][CH2:38][Si:39]([CH3:42])([CH3:41])[CH3:40])[CH:7]=2)=[N:2]1.Cl[CH2:44][C:45]1[CH:50]=[CH:49][CH:48]=[CH:47][C:46]=1[O:51][CH3:52].C(=O)([O-])[O-].[Cs+].[Cs+].C(=O)([O-])[O-].[Na+].[Na+]. (4) Given the product [F:1][C:2]1[CH:7]=[CH:6][C:5]([C:8]2([C:10]3[CH:19]=[C:18]([NH:20][C:21]4[CH:25]=[C:24]([CH3:26])[NH:23][N:22]=4)[C:17]4[C:12](=[CH:13][CH:14]=[CH:15][CH:16]=4)[N:11]=3)[O:29][CH2:28][CH2:27][O:9]2)=[CH:4][CH:3]=1, predict the reactants needed to synthesize it. The reactants are: [F:1][C:2]1[CH:7]=[CH:6][C:5]([C:8]([C:10]2[CH:19]=[C:18]([NH:20][C:21]3[CH:25]=[C:24]([CH3:26])[NH:23][N:22]=3)[C:17]3[C:12](=[CH:13][CH:14]=[CH:15][CH:16]=3)[N:11]=2)=[O:9])=[CH:4][CH:3]=1.[CH2:27](O)[CH2:28][OH:29].O.C1(C)C=CC(S(O)(=O)=O)=CC=1. (5) Given the product [C:11]([C:7]1[CH:8]=[CH:9][CH:10]=[C:5]([C:1]([CH3:4])([CH3:3])[CH3:2])[C:6]=1[O:15][CH3:18])([CH3:14])([CH3:13])[CH3:12], predict the reactants needed to synthesize it. The reactants are: [C:1]([C:5]1[CH:10]=[CH:9][CH:8]=[C:7]([C:11]([CH3:14])([CH3:13])[CH3:12])[C:6]=1[OH:15])([CH3:4])([CH3:3])[CH3:2].CI.[C:18]([O-])([O-])=O.[Cs+].[Cs+].